Dataset: Forward reaction prediction with 1.9M reactions from USPTO patents (1976-2016). Task: Predict the product of the given reaction. (1) Given the reactants [OH:1][C:2]1[CH:11]=[C:10]2[C:5]([C:6]([O:12][C:13]3[CH:18]=[CH:17][CH:16]=[CH:15][CH:14]=3)=[N:7][CH:8]=[N:9]2)=[CH:4][C:3]=1[O:19][CH3:20].Cl.Cl[CH2:23][C:24]1[CH:29]=[CH:28][N:27]=[CH:26][CH:25]=1.C(=O)([O-])[O-].[K+].[K+].O, predict the reaction product. The product is: [CH3:20][O:19][C:3]1[CH:4]=[C:5]2[C:10](=[CH:11][C:2]=1[O:1][CH2:23][C:24]1[CH:29]=[CH:28][N:27]=[CH:26][CH:25]=1)[N:9]=[CH:8][N:7]=[C:6]2[O:12][C:13]1[CH:18]=[CH:17][CH:16]=[CH:15][CH:14]=1. (2) Given the reactants [N:1]1[CH:6]=[CH:5][CH:4]=[C:3]([CH2:7][NH:8][C:9]2[CH:17]=[CH:16][CH:15]=[C:11]([C:12]([OH:14])=O)[C:10]=2[C:18]([OH:20])=O)[CH:2]=1.[O:21]=[C:22]1[CH:27]([N:28]2C(=O)C3C(=CC=CC=3NCCOC)C2=O)[CH2:26][CH2:25][C:24](=[O:44])[NH:23]1, predict the reaction product. The product is: [O:21]=[C:22]1[CH:27]([N:28]2[C:18](=[O:20])[C:10]3[C:11](=[CH:15][CH:16]=[CH:17][C:9]=3[NH:8][CH2:7][C:3]3[CH:2]=[N:1][CH:6]=[CH:5][CH:4]=3)[C:12]2=[O:14])[CH2:26][CH2:25][C:24](=[O:44])[NH:23]1.